This data is from Forward reaction prediction with 1.9M reactions from USPTO patents (1976-2016). The task is: Predict the product of the given reaction. (1) Given the reactants Cl[C:2]1[CH:7]=[C:6]([Cl:8])[N:5]=[C:4]([NH2:9])[N:3]=1.[Cl:10][C:11]1[C:16]([Cl:17])=[C:15]([Cl:18])[CH:14]=[CH:13][C:12]=1B(O)O.C(=O)([O-])[O-].[K+].[K+], predict the reaction product. The product is: [Cl:8][C:6]1[CH:7]=[C:2]([C:14]2[CH:13]=[CH:12][C:11]([Cl:10])=[C:16]([Cl:17])[C:15]=2[Cl:18])[N:3]=[C:4]([NH2:9])[N:5]=1. (2) Given the reactants [OH:1][C@@:2]1([C:9]#[C:10][C:11]2[CH:12]=[C:13]([C:17]3[C:22]4[CH2:23][CH2:24][CH2:25][C:21]=4[CH:20]=[C:19]([C:26](OCC)=[O:27])[N:18]=3)[CH:14]=[CH:15][CH:16]=2)[CH2:6][CH2:5][N:4]([CH3:7])[C:3]1=[O:8].[NH3:31], predict the reaction product. The product is: [OH:1][C@@:2]1([C:9]#[C:10][C:11]2[CH:12]=[C:13]([C:17]3[C:22]4[CH2:23][CH2:24][CH2:25][C:21]=4[CH:20]=[C:19]([C:26]([NH2:31])=[O:27])[N:18]=3)[CH:14]=[CH:15][CH:16]=2)[CH2:6][CH2:5][N:4]([CH3:7])[C:3]1=[O:8]. (3) Given the reactants Br[C:2]1[CH:7]=[CH:6][C:5]([O:8][CH:9]2[CH2:11][CH2:10]2)=[CH:4][CH:3]=1.C([Li])CCC.CCCCCC.[C:23](=[O:25])=[O:24], predict the reaction product. The product is: [CH:9]1([O:8][C:5]2[CH:6]=[CH:7][C:2]([C:23]([OH:25])=[O:24])=[CH:3][CH:4]=2)[CH2:11][CH2:10]1. (4) Given the reactants C([N:4]1[C:12]2[C:7](=[CH:8][CH:9]=[CH:10][CH:11]=2)[C:6]([CH:13]2[C:18](=[O:19])[CH2:17][CH2:16][CH2:15][C:14]2=[O:20])=[CH:5]1)(=O)C.[OH-].[Na+], predict the reaction product. The product is: [NH:4]1[C:12]2[C:7](=[CH:8][CH:9]=[CH:10][CH:11]=2)[C:6]([CH:13]2[C:18](=[O:19])[CH2:17][CH2:16][CH2:15][C:14]2=[O:20])=[CH:5]1. (5) Given the reactants O[CH2:2][CH2:3][C@H:4]1[CH2:8][CH2:7][CH2:6][N:5]1C(OC(C)(C)C)=O.CC(OI1(OC(C)=O)(OC(C)=O)OC(=O)C2C=CC=CC1=2)=O.[NH2:38][C:39]1[CH:44]=[CH:43][CH:42]=[CH:41][C:40]=1[S:45]([NH:48][C:49]1[CH:58]=[CH:57][C:56]2[CH2:55][CH2:54][CH2:53][CH2:52][C:51]=2[C:50]=1[C:59]([O:61][CH3:62])=[O:60])(=[O:47])=[O:46].C([BH3-])#N, predict the reaction product. The product is: [NH:5]1[CH2:6][CH2:7][CH2:8][C@H:4]1[CH2:3][CH2:2][NH:38][C:39]1[CH:44]=[CH:43][CH:42]=[CH:41][C:40]=1[S:45]([NH:48][C:49]1[CH:58]=[CH:57][C:56]2[CH2:55][CH2:54][CH2:53][CH2:52][C:51]=2[C:50]=1[C:59]([O:61][CH3:62])=[O:60])(=[O:47])=[O:46].